This data is from Reaction yield outcomes from USPTO patents with 853,638 reactions. The task is: Predict the reaction yield, written as a fraction of the theoretical maximum amount of product (1.0 means a 100% yield; for example, 0.34 means a 34% yield). (1) The reactants are [CH3:1][C:2](C)([O-])C.[K+].[F:7][C:8]1[CH:22]=[CH:21][C:11]([C:12]([N:14]2[CH2:19][CH2:18][C:17](=O)[CH2:16][CH2:15]2)=[O:13])=[CH:10][CH:9]=1. The catalyst is [Br-].C([P+](C1C=CC=CC=1)(C1C=CC=CC=1)C1C=CC=CC=1)C.O1CCCC1.CCCCCC. The product is [CH:1](=[C:17]1[CH2:18][CH2:19][N:14]([C:12]([C:11]2[CH:21]=[CH:22][C:8]([F:7])=[CH:9][CH:10]=2)=[O:13])[CH2:15][CH2:16]1)[CH3:2]. The yield is 0.300. (2) The yield is 0.980. The product is [F:19][C:2]([F:1])([F:18])[O:3][C:4]1[CH:5]=[CH:6][C:7]([O:8][C:9]2[CH:10]=[CH:11][N:12]=[CH:13][CH:14]=2)=[CH:16][CH:17]=1. The catalyst is C(O)C.[Pd]. The reactants are [F:1][C:2]([F:19])([F:18])[O:3][C:4]1[CH:17]=[CH:16][C:7]([O:8][C:9]2[CH:14]=[CH:13][N+:12]([O-])=[CH:11][CH:10]=2)=[CH:6][CH:5]=1.C([O-])=O.[NH4+]. (3) The reactants are Br.[NH2:2][C:3]1[C:11]([OH:12])=[C:10]2[C:6]([CH2:7][CH2:8][C:9]2=[O:13])=[CH:5][CH:4]=1.[CH:14](OCC)(OCC)OCC. The catalyst is O1CCCC1.C(OCC)(=O)C. The product is [O:12]1[C:11]2[C:10]3[C:9](=[O:13])[CH2:8][CH2:7][C:6]=3[CH:5]=[CH:4][C:3]=2[N:2]=[CH:14]1. The yield is 3.62. (4) The reactants are C([N:8]([CH2:14][C:15](=[O:18])[NH:16][CH3:17])[CH2:9][C:10]([NH:12][CH3:13])=[O:11])C1C=CC=CC=1. The catalyst is CO.[Pd]. The product is [CH3:17][NH:16][C:15](=[O:18])[CH2:14][NH:8][CH2:9][C:10](=[O:11])[NH:12][CH3:13]. The yield is 1.00.